This data is from Forward reaction prediction with 1.9M reactions from USPTO patents (1976-2016). The task is: Predict the product of the given reaction. (1) Given the reactants FC1C=C(O)C=C(O)C=1.[Cl-].[Al+3].[Cl-].[Cl-].C(Cl)(=O)C.Cl.[F:19][C:20]1[CH:29]=[C:28]2[C:23]([C:24](=[O:39])[CH2:25]C(C3C=CC(OC)=C(O)C=3)[O:27]2)=[C:22]([OH:40])[CH:21]=1, predict the reaction product. The product is: [F:19][C:20]1[CH:21]=[C:22]([OH:40])[C:23]([C:24](=[O:39])[CH3:25])=[C:28]([OH:27])[CH:29]=1. (2) Given the reactants [CH3:1][N:2]([CH3:36])[CH:3]1[CH2:6][N:5]([C:7]2[C:12]([N+:13]([O-])=O)=[CH:11][C:10]([NH:16][C:17]3[N:22]=[C:21]([C:23]4[C:31]5[C:26](=[CH:27][CH:28]=[CH:29][CH:30]=5)[N:25]([CH3:32])[CH:24]=4)[C:20]([CH3:33])=[CH:19][N:18]=3)=[C:9]([O:34][CH3:35])[CH:8]=2)[CH2:4]1.[NH4+].[Cl-], predict the reaction product. The product is: [CH3:36][N:2]([CH3:1])[CH:3]1[CH2:4][N:5]([C:7]2[CH:8]=[C:9]([O:34][CH3:35])[C:10]([NH:16][C:17]3[N:22]=[C:21]([C:23]4[C:31]5[C:26](=[CH:27][CH:28]=[CH:29][CH:30]=5)[N:25]([CH3:32])[CH:24]=4)[C:20]([CH3:33])=[CH:19][N:18]=3)=[CH:11][C:12]=2[NH2:13])[CH2:6]1. (3) Given the reactants [F:1][C:2]1[CH:3]=[C:4]([CH:22]=[CH:23][C:24]=1[F:25])[CH2:5][O:6][C:7]1[CH:20]=[C:11]2[N:12]([CH2:16][C:17]([OH:19])=O)[CH2:13][CH2:14][CH2:15][N:10]2[C:9](=[O:21])[N:8]=1.CCN(C(C)C)C(C)C.CN(C(O[N:43]1N=N[C:45]2[CH:46]=CC=N[C:44]1=2)=[N+](C)C)C.F[P-](F)(F)(F)(F)F.C(N)CC, predict the reaction product. The product is: [F:1][C:2]1[CH:3]=[C:4]([CH:22]=[CH:23][C:24]=1[F:25])[CH2:5][O:6][C:7]1[CH:20]=[C:11]2[N:12]([CH2:16][C:17]([NH:43][CH2:44][CH2:45][CH3:46])=[O:19])[CH2:13][CH2:14][CH2:15][N:10]2[C:9](=[O:21])[N:8]=1. (4) Given the reactants [C:1]([O:5][C:6](=[O:18])[NH:7][CH2:8][CH:9]1[CH2:14][CH2:13][CH2:12][CH:11]([C:15](=[O:17])[NH2:16])[CH2:10]1)([CH3:4])([CH3:3])[CH3:2].C(=O)([O-])[O-].[Cs+].[Cs+].Br[C:26]1[CH:35]=[CH:34][CH:33]=[C:32]2[C:27]=1[CH:28]=[C:29]([O:36][CH3:37])[CH:30]=[N:31]2, predict the reaction product. The product is: [C:1]([O:5][C:6](=[O:18])[NH:7][CH2:8][CH:9]1[CH2:14][CH2:13][CH2:12][CH:11]([C:15](=[O:17])[NH:16][C:26]2[CH:35]=[CH:34][CH:33]=[C:32]3[C:27]=2[CH:28]=[C:29]([O:36][CH3:37])[CH:30]=[N:31]3)[CH2:10]1)([CH3:4])([CH3:2])[CH3:3].